Dataset: Full USPTO retrosynthesis dataset with 1.9M reactions from patents (1976-2016). Task: Predict the reactants needed to synthesize the given product. (1) Given the product [CH:1]1([C:7]2([CH2:12][O:13][CH3:14])[CH2:21][O:20][C:17]([CH3:19])([CH3:18])[O:16][CH2:15]2)[CH2:6][CH2:5][CH2:4][CH2:3][CH2:2]1, predict the reactants needed to synthesize it. The reactants are: [CH:1]1([C:7]([CH2:12][O:13][CH3:14])(CO)CO)[CH2:6][CH2:5][CH2:4][CH2:3][CH2:2]1.[CH3:15][O:16][C:17]([O:20][CH3:21])([CH3:19])[CH3:18].C1(C)C=CC(S(O)(=O)=O)=CC=1.C(=O)([O-])O.[Na+]. (2) Given the product [ClH:51].[CH3:1][O:2][C:3](=[O:50])[C@@H:4]([NH:16][C:17](=[O:49])[C@@H:18]([NH2:41])[CH2:19][CH2:20][CH2:21][CH2:22][NH:23][C:24]([O:26][CH2:27][CH:28]1[C:40]2[CH:39]=[CH:38][CH:37]=[CH:36][C:35]=2[C:34]2[C:29]1=[CH:30][CH:31]=[CH:32][CH:33]=2)=[O:25])[CH2:5][C:6]1[CH:15]=[CH:14][C:13]2[C:8](=[CH:9][CH:10]=[CH:11][CH:12]=2)[CH:7]=1, predict the reactants needed to synthesize it. The reactants are: [CH3:1][O:2][C:3](=[O:50])[C@@H:4]([NH:16][C:17](=[O:49])[C@@H:18]([NH:41]C(OC(C)(C)C)=O)[CH2:19][CH2:20][CH2:21][CH2:22][NH:23][C:24]([O:26][CH2:27][CH:28]1[C:40]2[CH:39]=[CH:38][CH:37]=[CH:36][C:35]=2[C:34]2[C:29]1=[CH:30][CH:31]=[CH:32][CH:33]=2)=[O:25])[CH2:5][C:6]1[CH:15]=[CH:14][C:13]2[C:8](=[CH:9][CH:10]=[CH:11][CH:12]=2)[CH:7]=1.[ClH:51].